From a dataset of Forward reaction prediction with 1.9M reactions from USPTO patents (1976-2016). Predict the product of the given reaction. (1) Given the reactants C([O:3][C:4]([C:6]1[C:7]([C:17]2[CH:22]=[CH:21][C:20]([NH:23][C:24]3[S:25][C:26]4[CH:32]=[C:31]([F:33])[CH:30]=[CH:29][C:27]=4[N:28]=3)=[CH:19][CH:18]=2)=[N:8][O:9][C:10]=1[C:11]1[CH:16]=[CH:15][CH:14]=[CH:13][CH:12]=1)=[O:5])C.[OH-].[Na+], predict the reaction product. The product is: [F:33][C:31]1[CH:30]=[CH:29][C:27]2[N:28]=[C:24]([NH:23][C:20]3[CH:21]=[CH:22][C:17]([C:7]4[C:6]([C:4]([OH:5])=[O:3])=[C:10]([C:11]5[CH:16]=[CH:15][CH:14]=[CH:13][CH:12]=5)[O:9][N:8]=4)=[CH:18][CH:19]=3)[S:25][C:26]=2[CH:32]=1. (2) Given the reactants [Br:1][C:2]1[CH:7]=[CH:6][C:5]([NH:8][C:9](=[O:21])[C:10]2[CH:15]=[CH:14][C:13]([NH:16][CH3:17])=[C:12]([N+:18]([O-])=O)[CH:11]=2)=[CH:4][CH:3]=1.[Sn](Cl)Cl, predict the reaction product. The product is: [NH2:18][C:12]1[CH:11]=[C:10]([CH:15]=[CH:14][C:13]=1[NH:16][CH3:17])[C:9]([NH:8][C:5]1[CH:4]=[CH:3][C:2]([Br:1])=[CH:7][CH:6]=1)=[O:21]. (3) Given the reactants [F:1][C:2]1[CH:7]=[C:6]([S:8][CH3:9])[CH:5]=[CH:4][C:3]=1[NH:10][C:11]1[C:12]([C:19]([O:21]C)=O)=[N:13][N:14]([CH3:18])[C:15](=[O:17])[CH:16]=1.[CH:23]([O:25][CH2:26][CH2:27][O:28][NH2:29])=[CH2:24].[Li+].C[Si]([N-][Si](C)(C)C)(C)C, predict the reaction product. The product is: [F:1][C:2]1[CH:7]=[C:6]([S:8][CH3:9])[CH:5]=[CH:4][C:3]=1[NH:10][C:11]1[C:12]([C:19]([NH:29][O:28][CH2:27][CH2:26][O:25][CH:23]=[CH2:24])=[O:21])=[N:13][N:14]([CH3:18])[C:15](=[O:17])[CH:16]=1. (4) Given the reactants [CH2:1]([C:4]1([C:20]2[CH:25]=[CH:24][C:23]([F:26])=[CH:22][CH:21]=2)[O:9][C:8](=[O:10])[N:7]([CH:11]([C:13]2[CH:18]=[CH:17][C:16](Br)=[CH:15][N:14]=2)[CH3:12])[CH2:6][CH2:5]1)[CH:2]=[CH2:3].[F:27][C:28]1[CH:33]=[C:32]([F:34])[CH:31]=[CH:30][C:29]=1B(O)O.C([O-])([O-])=O.[Cs+].[Cs+], predict the reaction product. The product is: [CH2:1]([C:4]1([C:20]2[CH:25]=[CH:24][C:23]([F:26])=[CH:22][CH:21]=2)[O:9][C:8](=[O:10])[N:7]([CH:11]([C:13]2[CH:18]=[CH:17][C:16]([C:31]3[CH:30]=[CH:29][C:28]([F:27])=[CH:33][C:32]=3[F:34])=[CH:15][N:14]=2)[CH3:12])[CH2:6][CH2:5]1)[CH:2]=[CH2:3].